Dataset: Forward reaction prediction with 1.9M reactions from USPTO patents (1976-2016). Task: Predict the product of the given reaction. (1) Given the reactants [CH3:1][O:2][C:3](=[O:13])[CH:4]([OH:12])[C:5]1[CH:10]=[CH:9][C:8]([OH:11])=[CH:7][CH:6]=1.Cl[C:15]1[N:20]=[C:19]([CH3:21])[C:18]([CH:22]=[O:23])=[CH:17][CH:16]=1.C([O-])([O-])=O.[K+].[K+], predict the reaction product. The product is: [CH3:1][O:2][C:3](=[O:13])[CH:4]([C:5]1[CH:10]=[CH:9][C:8]([O:11][C:15]2[CH:16]=[CH:17][C:18]([CH:22]=[O:23])=[C:19]([CH3:21])[N:20]=2)=[CH:7][CH:6]=1)[OH:12]. (2) The product is: [C:1]([C:3]1[N:11]=[C:10]2[C:6]([N:7]([CH2:17][C:18]3[CH:23]=[CH:22][C:21]([C:24]([F:25])([F:27])[F:26])=[CH:20][CH:19]=3)[C:8]([C:12]([NH:35][C@H:36]([C:39]3[CH:44]=[CH:43][CH:42]=[CH:41][CH:40]=3)[CH2:37][OH:38])=[O:13])=[N:9]2)=[C:5]([NH:28][C@@H:29]([CH:31]2[CH2:34][CH2:33][CH2:32]2)[CH3:30])[N:4]=1)#[N:2]. Given the reactants [C:1]([C:3]1[N:11]=[C:10]2[C:6]([N:7]([CH2:17][C:18]3[CH:23]=[CH:22][C:21]([C:24]([F:27])([F:26])[F:25])=[CH:20][CH:19]=3)[C:8]([C:12](OCC)=[O:13])=[N:9]2)=[C:5]([NH:28][C@@H:29]([CH:31]2[CH2:34][CH2:33][CH2:32]2)[CH3:30])[N:4]=1)#[N:2].[NH2:35][C@H:36]([C:39]1[CH:44]=[CH:43][CH:42]=[CH:41][CH:40]=1)[CH2:37][OH:38], predict the reaction product.